This data is from Reaction yield outcomes from USPTO patents with 853,638 reactions. The task is: Predict the reaction yield, written as a fraction of the theoretical maximum amount of product (1.0 means a 100% yield; for example, 0.34 means a 34% yield). (1) The reactants are [NH2:1][C:2]1[CH:10]=[CH:9][CH:8]=[C:7]([O:11][CH3:12])[C:3]=1[C:4]([OH:6])=[O:5].[CH:13]([CH:15]=[CH2:16])=O. The catalyst is O1CCOCC1. The product is [CH3:12][O:11][C:7]1[C:3]([C:4]([OH:6])=[O:5])=[C:2]2[C:10]([CH:13]=[CH:15][CH:16]=[N:1]2)=[CH:9][CH:8]=1. The yield is 0.200. (2) The reactants are OS(O)(=O)=O.[C:6]([OH:15])(=[O:14])[C:7]1[C:8](=[CH:10][CH:11]=[CH:12][CH:13]=1)[OH:9].[CH3:16][CH2:17]O. The catalyst is C(Cl)Cl. The product is [OH:9][C:8]1[CH:10]=[CH:11][CH:12]=[CH:13][C:7]=1[C:6]([O:15][CH2:16][CH3:17])=[O:14]. The yield is 0.700.